Dataset: Full USPTO retrosynthesis dataset with 1.9M reactions from patents (1976-2016). Task: Predict the reactants needed to synthesize the given product. (1) Given the product [Cl:1][C:2]1[CH:28]=[C:27]([Cl:29])[CH:26]=[CH:25][C:3]=1[C:4]([C:6]1[CH:11]=[CH:10][CH:9]=[CH:8][C:7]=1[NH:12][S:13]([C:16]1[CH:17]=[CH:18][C:19]([C:20]([N:41]2[CH2:40][CH2:39][N:38]([CH2:37][CH2:36][CH2:35][N:30]3[CH2:31][CH2:32][CH2:33][CH2:34]3)[CH2:43][CH2:42]2)=[O:21])=[CH:23][CH:24]=1)(=[O:14])=[O:15])=[O:5], predict the reactants needed to synthesize it. The reactants are: [Cl:1][C:2]1[CH:28]=[C:27]([Cl:29])[CH:26]=[CH:25][C:3]=1[C:4]([C:6]1[CH:11]=[CH:10][CH:9]=[CH:8][C:7]=1[NH:12][S:13]([C:16]1[CH:24]=[CH:23][C:19]([C:20](O)=[O:21])=[CH:18][CH:17]=1)(=[O:15])=[O:14])=[O:5].[N:30]1([CH2:35][CH2:36][CH2:37][N:38]2[CH2:43][CH2:42][NH:41][CH2:40][CH2:39]2)[CH2:34][CH2:33][CH2:32][CH2:31]1. (2) Given the product [CH3:47][C:34]1[CH:33]=[C:32]([O:31][C:25]2[CH:30]=[CH:29][CH:28]=[CH:27][CH:26]=2)[CH:37]=[CH:36][C:35]=1[C:2]1[C:10]2[C:9]([NH2:11])=[N:8][CH:7]=[N:6][C:5]=2[N:4]([C@H:12]2[CH2:17][CH2:16][C@H:15]([N:18]3[CH2:23][CH2:22][N:21]([CH3:24])[CH2:20][CH2:19]3)[CH2:14][CH2:13]2)[CH:3]=1, predict the reactants needed to synthesize it. The reactants are: I[C:2]1[C:10]2[C:9]([NH2:11])=[N:8][CH:7]=[N:6][C:5]=2[N:4]([C@H:12]2[CH2:17][CH2:16][C@H:15]([N:18]3[CH2:23][CH2:22][N:21]([CH3:24])[CH2:20][CH2:19]3)[CH2:14][CH2:13]2)[CH:3]=1.[C:25]1([O:31][C:32]2[CH:37]=[CH:36][C:35](B3OC(C)(C)C(C)(C)O3)=[C:34]([CH3:47])[CH:33]=2)[CH:30]=[CH:29][CH:28]=[CH:27][CH:26]=1.C(=O)([O-])[O-].[Na+].[Na+].